This data is from Forward reaction prediction with 1.9M reactions from USPTO patents (1976-2016). The task is: Predict the product of the given reaction. (1) Given the reactants [OH:1][C:2]1[CH:7]=[C:6]([CH3:8])[C:5]([C:9]2[CH:14]=[CH:13][CH:12]=[C:11]([CH:15]=[O:16])[C:10]=2[CH3:17])=[C:4]([CH3:18])[CH:3]=1.C(=O)([O-])[O-].[Cs+].[Cs+].[C:25]([O:33][CH2:34][CH2:35]Br)(=[O:32])[C:26]1[CH:31]=[CH:30][CH:29]=[CH:28][CH:27]=1.O, predict the reaction product. The product is: [C:25]([O:33][CH2:34][CH2:35][O:1][C:2]1[CH:7]=[C:6]([CH3:8])[C:5]([C:9]2[CH:14]=[CH:13][CH:12]=[C:11]([CH:15]=[O:16])[C:10]=2[CH3:17])=[C:4]([CH3:18])[CH:3]=1)(=[O:32])[C:26]1[CH:31]=[CH:30][CH:29]=[CH:28][CH:27]=1. (2) Given the reactants [N+]([C:4]1[CH:9]=[CH:8][N:7]=[C:6]([C:10]#[N:11])[CH:5]=1)([O-])=O.CCCC[N+](CCCC)(CCCC)CCCC.[F-:29].C(OCC)(=O)C.O, predict the reaction product. The product is: [F:29][C:4]1[CH:9]=[CH:8][N:7]=[C:6]([C:10]#[N:11])[CH:5]=1. (3) The product is: [Cl:1][C:2]1[CH:9]=[CH:8][C:5]([C:6]#[N:7])=[C:4]([C:10]2[C:15]([F:16])=[CH:14][N:13]([CH:19]([CH3:27])[C:20]([O:22][C:23]([CH3:26])([CH3:25])[CH3:24])=[O:21])[C:12](=[O:17])[CH:11]=2)[CH:3]=1. Given the reactants [Cl:1][C:2]1[CH:9]=[CH:8][C:5]([C:6]#[N:7])=[C:4]([C:10]2[C:15]([F:16])=[CH:14][NH:13][C:12](=[O:17])[CH:11]=2)[CH:3]=1.Br[CH:19]([CH3:27])[C:20]([O:22][C:23]([CH3:26])([CH3:25])[CH3:24])=[O:21], predict the reaction product. (4) Given the reactants Br[C:2]1[CH:3]=[C:4]([C:12]([O:14][CH3:15])=[O:13])[CH:5]=[C:6]([CH:11]=1)[C:7]([O:9][CH3:10])=[O:8].[CH2:16]([N:23]1[CH2:28][CH2:27][NH:26][CH2:25][CH2:24]1)[C:17]1[CH:22]=[CH:21][CH:20]=[CH:19][CH:18]=1.C(=O)([O-])[O-].[Cs+].[Cs+].C1C=CC(P(C2C(C3C(P(C4C=CC=CC=4)C4C=CC=CC=4)=CC=C4C=3C=CC=C4)=C3C(C=CC=C3)=CC=2)C2C=CC=CC=2)=CC=1, predict the reaction product. The product is: [CH2:16]([N:23]1[CH2:28][CH2:27][N:26]([C:2]2[CH:3]=[C:4]([C:12]([O:14][CH3:15])=[O:13])[CH:5]=[C:6]([CH:11]=2)[C:7]([O:9][CH3:10])=[O:8])[CH2:25][CH2:24]1)[C:17]1[CH:18]=[CH:19][CH:20]=[CH:21][CH:22]=1. (5) Given the reactants [Br:1][C:2]1[CH:3]=[C:4]([N:9]2[C:13](=[O:14])[O:12][N:11]=[C:10]2[C:15]2[C:16]([NH:20][C:21](=O)C(F)(F)F)=[N:17][O:18][N:19]=2)[CH:5]=[CH:6][C:7]=1[F:8].C(=O)([O-])[O-].[K+].[K+].CI, predict the reaction product. The product is: [Br:1][C:2]1[CH:3]=[C:4]([N:9]2[C:13](=[O:14])[O:12][N:11]=[C:10]2[C:15]2[C:16]([NH:20][CH3:21])=[N:17][O:18][N:19]=2)[CH:5]=[CH:6][C:7]=1[F:8]. (6) Given the reactants [Cl:1][C:2]1[C:3]([N:8]2[C:12]([C:13]([OH:15])=O)=[CH:11][C:10]([C:16]([F:19])([F:18])[F:17])=[N:9]2)=[N:4][CH:5]=[CH:6][CH:7]=1.C(Cl)(=O)C(Cl)=O.[NH2:26][C:27]1[C:32]([CH3:33])=[CH:31][CH:30]=[CH:29][C:28]=1[CH2:34][C:35]([NH:37][CH:38]([CH3:40])[CH3:39])=[O:36].C(N(CC)C(C)C)(C)C, predict the reaction product. The product is: [Cl:1][C:2]1[C:3]([N:8]2[C:12]([C:13]([NH:26][C:27]3[C:28]([CH2:34][C:35]([NH:37][CH:38]([CH3:39])[CH3:40])=[O:36])=[CH:29][CH:30]=[CH:31][C:32]=3[CH3:33])=[O:15])=[CH:11][C:10]([C:16]([F:19])([F:18])[F:17])=[N:9]2)=[N:4][CH:5]=[CH:6][CH:7]=1. (7) Given the reactants [Br:1][C:2]1[C:3]([Cl:10])=[N:4][C:5](Cl)=[N:6][C:7]=1[Cl:8].[NH2:11][C:12]1[CH:19]=[CH:18][C:15]([C:16]#[N:17])=[CH:14][CH:13]=1.C(N(C(C)C)CC)(C)C, predict the reaction product. The product is: [Br:1][C:2]1[C:3]([Cl:10])=[N:4][C:5]([NH:11][C:12]2[CH:19]=[CH:18][C:15]([C:16]#[N:17])=[CH:14][CH:13]=2)=[N:6][C:7]=1[Cl:8].